Predict which catalyst facilitates the given reaction. From a dataset of Catalyst prediction with 721,799 reactions and 888 catalyst types from USPTO. Reactant: FC(F)(F)C(O)=O.[NH2:8][C@@H:9]([CH2:16][CH:17]([CH3:19])[CH3:18])/[CH:10]=[CH:11]/[C:12]([O:14][CH3:15])=[O:13].[C:20]([O:24][C:25]([NH:27][C@H:28]([C:30](O)=[O:31])[CH3:29])=[O:26])([CH3:23])([CH3:22])[CH3:21].CCN=C=NCCCN(C)C.C1C=CC2N(O)N=NC=2C=1.CN1CCOCC1. Product: [CH3:22][C:20]([O:24][C:25]([NH:27][C@H:28]([C:30]([NH:8][C@@H:9]([CH2:16][CH:17]([CH3:19])[CH3:18])/[CH:10]=[CH:11]/[C:12]([O:14][CH3:15])=[O:13])=[O:31])[CH3:29])=[O:26])([CH3:21])[CH3:23]. The catalyst class is: 18.